This data is from Forward reaction prediction with 1.9M reactions from USPTO patents (1976-2016). The task is: Predict the product of the given reaction. (1) The product is: [CH2:9]1[O:8][C:7]([C:18]2[O:19][CH:20]=[CH:21][CH:22]=2)([C:13]2[O:14][CH:15]=[CH:16][CH:17]=2)[C:6]2[CH:23]=[C:2]([C:27]3[CH:28]=[CH:29][C:30]([F:31])=[C:25]([Cl:24])[CH:26]=3)[CH:3]=[CH:4][C:5]=2[NH:11][C:10]1=[O:12]. Given the reactants Br[C:2]1[CH:3]=[CH:4][C:5]2[NH:11][C:10](=[O:12])[CH2:9][O:8][C:7]([C:18]3[O:19][CH:20]=[CH:21][CH:22]=3)([C:13]3[O:14][CH:15]=[CH:16][CH:17]=3)[C:6]=2[CH:23]=1.[Cl:24][C:25]1[CH:26]=[C:27](B(O)O)[CH:28]=[CH:29][C:30]=1[F:31], predict the reaction product. (2) Given the reactants [CH2:1]([O:3][C:4]1[CH:5]=[C:6]([C@H:12]([N:18]2[CH2:26][C:25]3[C:20](=[C:21]([N+:27]([O-])=O)[CH:22]=[CH:23][CH:24]=3)[C:19]2=[O:30])[CH2:13][S:14]([CH3:17])(=[O:16])=[O:15])[CH:7]=[CH:8][C:9]=1[O:10][CH3:11])[CH3:2], predict the reaction product. The product is: [NH2:27][C:21]1[CH:22]=[CH:23][CH:24]=[C:25]2[C:20]=1[C:19](=[O:30])[N:18]([C@@H:12]([C:6]1[CH:7]=[CH:8][C:9]([O:10][CH3:11])=[C:4]([O:3][CH2:1][CH3:2])[CH:5]=1)[CH2:13][S:14]([CH3:17])(=[O:15])=[O:16])[CH2:26]2.